Dataset: Reaction yield outcomes from USPTO patents with 853,638 reactions. Task: Predict the reaction yield, written as a fraction of the theoretical maximum amount of product (1.0 means a 100% yield; for example, 0.34 means a 34% yield). (1) The reactants are [CH3:1][Si:2]([CH3:10])([CH3:9])[O:3][C:4]([CH3:8])([C:6]#[CH:7])[CH3:5].[Li]CCCC.CON(C)[C:19](=[O:26])[C:20]1[CH:25]=[CH:24][N:23]=[CH:22][CH:21]=1. The catalyst is C1COCC1. The product is [CH3:5][C:4]([O:3][Si:2]([CH3:10])([CH3:9])[CH3:1])([CH3:8])[C:6]#[C:7][C:19]([C:20]1[CH:25]=[CH:24][N:23]=[CH:22][CH:21]=1)=[O:26]. The yield is 0.570. (2) The product is [O:28]=[C:19]1[C:20]2[C:21](=[CH:24][CH:25]=[CH:26][CH:27]=2)[C:22](=[O:23])[N:18]1[CH2:17][CH2:16][CH2:15][N:11]1[CH2:12][CH2:13][N:8]([C:6]([O:5][C:1]([CH3:4])([CH3:2])[CH3:3])=[O:7])[CH2:9][CH2:10]1. The reactants are [C:1]([O:5][C:6]([N:8]1[CH2:13][CH2:12][NH:11][CH2:10][CH2:9]1)=[O:7])([CH3:4])([CH3:3])[CH3:2].Br[CH2:15][CH2:16][CH2:17][N:18]1[C:22](=[O:23])[C:21]2=[CH:24][CH:25]=[CH:26][CH:27]=[C:20]2[C:19]1=[O:28].C(=O)([O-])[O-].[K+].[K+]. The catalyst is CN(C=O)C. The yield is 0.380. (3) The reactants are O[Li].O.SCC(O)=O.[CH2:9]([O:16][N:17]([C@H:30]1[CH2:35][N:34]([C:36]([O:38][C:39]([CH3:42])([CH3:41])[CH3:40])=[O:37])[C@H:33]([C:43]([O:45][CH2:46][CH3:47])=[O:44])[CH2:32][CH2:31]1)S(C1C=CC=CC=1[N+]([O-])=O)(=O)=O)[C:10]1[CH:15]=[CH:14][CH:13]=[CH:12][CH:11]=1. The catalyst is CN(C=O)C.O. The product is [CH2:9]([O:16][NH:17][C@H:30]1[CH2:35][N:34]([C:36]([O:38][C:39]([CH3:41])([CH3:42])[CH3:40])=[O:37])[C@H:33]([C:43]([O:45][CH2:46][CH3:47])=[O:44])[CH2:32][CH2:31]1)[C:10]1[CH:15]=[CH:14][CH:13]=[CH:12][CH:11]=1. The yield is 0.850. (4) The reactants are Cl[C:2](Cl)([O:4]C(=O)OC(Cl)(Cl)Cl)Cl.[C:13]1([CH2:19][CH2:20][CH2:21][CH2:22][O:23][CH2:24][CH2:25][CH2:26][CH2:27][CH2:28][CH2:29][NH2:30])[CH:18]=[CH:17][CH:16]=[CH:15][CH:14]=1.CCN(C(C)C)C(C)C. The catalyst is ClCCl. The product is [C:13]1([CH2:19][CH2:20][CH2:21][CH2:22][O:23][CH2:24][CH2:25][CH2:26][CH2:27][CH2:28][CH2:29][N:30]=[C:2]=[O:4])[CH:18]=[CH:17][CH:16]=[CH:15][CH:14]=1. The yield is 0.580. (5) The reactants are [O:1]1[CH:5]=[CH:4][C:3](B(O)O)=[CH:2]1.[N+:9]([C:12]1[CH:13]=[C:14]([CH:17]=[CH:18][CH:19]=1)[CH2:15]Br)([O-:11])=[O:10]. No catalyst specified. The product is [N+:9]([C:12]1[CH:13]=[C:14]([CH:17]=[CH:18][CH:19]=1)[CH2:15][C:3]1[CH:4]=[CH:5][O:1][CH:2]=1)([O-:11])=[O:10]. The yield is 0.840.